Dataset: Reaction yield outcomes from USPTO patents with 853,638 reactions. Task: Predict the reaction yield, written as a fraction of the theoretical maximum amount of product (1.0 means a 100% yield; for example, 0.34 means a 34% yield). (1) The reactants are [Si:1]([O:18][CH2:19][CH:20]=[C:21]([F:27])[C:22]([O:24]CC)=O)([C:14]([CH3:17])([CH3:16])[CH3:15])([C:8]1[CH:13]=[CH:12][CH:11]=[CH:10][CH:9]=1)[C:2]1[CH:7]=[CH:6][CH:5]=[CH:4][CH:3]=1.[CH3:28][CH:29](C[AlH]CC(C)C)C.C1(C)C=CC=CC=1. The catalyst is CCCCCC. The product is [CH2:28]([CH:22]([OH:24])/[C:21](/[F:27])=[CH:20]\[CH2:19][O:18][Si:1]([C:14]([CH3:15])([CH3:16])[CH3:17])([C:2]1[CH:7]=[CH:6][CH:5]=[CH:4][CH:3]=1)[C:8]1[CH:9]=[CH:10][CH:11]=[CH:12][CH:13]=1)[CH3:29]. The yield is 0.170. (2) The reactants are [Cl:1][C:2]1[C:3]2[CH:14]=[CH:13][C:12](=[O:15])[N:11]([C:16]3[CH:21]=[CH:20][C:19]([C:22]([F:25])([F:24])[F:23])=[CH:18][CH:17]=3)[C:4]=2[N:5]=[C:6](S(C)=O)[N:7]=1.[NH2:26][CH:27]([CH2:30][OH:31])[CH2:28][OH:29]. The catalyst is ClCCl.CN(C=O)C. The product is [Cl:1][C:2]1[C:3]2[CH:14]=[CH:13][C:12](=[O:15])[N:11]([C:16]3[CH:21]=[CH:20][C:19]([C:22]([F:25])([F:24])[F:23])=[CH:18][CH:17]=3)[C:4]=2[N:5]=[C:6]([NH:26][CH:27]([CH2:30][OH:31])[CH2:28][OH:29])[N:7]=1. The yield is 0.450. (3) The reactants are [H-].[Na+].Cl[C:4]1[CH:13]=[N:12][C:11]2[C:6](=[C:7]([O:14][CH3:15])[CH:8]=[CH:9][CH:10]=2)[N:5]=1.[C:16]([O:20][C:21](=[O:32])[NH:22][CH:23]1[CH2:28][CH2:27][N:26]([CH2:29][CH2:30][OH:31])[CH2:25][CH2:24]1)([CH3:19])([CH3:18])[CH3:17]. The catalyst is CN(C)C=O. The product is [C:16]([O:20][C:21](=[O:32])[NH:22][CH:23]1[CH2:24][CH2:25][N:26]([CH2:29][CH2:30][O:31][C:4]2[CH:13]=[N:12][C:11]3[C:6](=[C:7]([O:14][CH3:15])[CH:8]=[CH:9][CH:10]=3)[N:5]=2)[CH2:27][CH2:28]1)([CH3:19])([CH3:17])[CH3:18]. The yield is 0.480. (4) The reactants are [Br:1][C:2]1[CH:7]=[C:6]([CH:8]2[CH2:12][CH2:11][CH2:10][O:9]2)[C:5]([NH:13]C(=O)C(F)(F)F)=[C:4]([N+:20]([O-:22])=[O:21])[CH:3]=1.[OH-].[Na+]. The catalyst is O1CCOCC1.CC(OC)(C)C. The product is [Br:1][C:2]1[CH:7]=[C:6]([CH:8]2[CH2:12][CH2:11][CH2:10][O:9]2)[C:5]([NH2:13])=[C:4]([N+:20]([O-:22])=[O:21])[CH:3]=1. The yield is 0.930. (5) The reactants are C([N:8]1[CH2:12][CH2:11][CH:10]([C:13]([O:15][CH2:16][C:17]2[CH:22]=[CH:21][CH:20]=[CH:19][CH:18]=2)=[O:14])[CH2:9]1)C1C=CC=CC=1.Cl[C:24]([O:26][CH2:27][C:28]1[CH:33]=[CH:32][CH:31]=[CH:30][CH:29]=1)=[O:25]. The catalyst is C(Cl)Cl. The product is [CH2:27]([O:26][C:24]([N:8]1[CH2:12][CH2:11][CH:10]([C:13]([O:15][CH2:16][C:17]2[CH:22]=[CH:21][CH:20]=[CH:19][CH:18]=2)=[O:14])[CH2:9]1)=[O:25])[C:28]1[CH:33]=[CH:32][CH:31]=[CH:30][CH:29]=1. The yield is 0.390. (6) The reactants are C(Cl)(=O)C(Cl)=O.CS(C)=O.[OH:11][NH:12][C:13](=[O:24])[C@H:14]([NH:16][C:17](=[O:23])[O:18][C:19]([CH3:22])([CH3:21])[CH3:20])[CH3:15].[CH:25]1[CH2:29][CH:28]=[CH:27][CH:26]=1. The catalyst is ClCCl.ClCCl.CS(C)=O.C(N(CC)CC)C. The product is [C:19]([O:18][C:17](=[O:23])[NH:16][C@H:14]([CH3:15])[C:13]([N:12]1[O:11][CH:27]2[CH2:28][CH:29]1[CH:25]=[CH:26]2)=[O:24])([CH3:20])([CH3:22])[CH3:21]. The yield is 0.530. (7) The reactants are [C:1]([O:4][C:5]1[CH:10]=[CH:9][C:8]([C:11]2[O:12][C:13]3[C:19]([CH3:20])=[CH:18][C:17]([O:21][C:22](=[O:24])[CH3:23])=[CH:16][C:14]=3[CH:15]=2)=[CH:7][CH:6]=1)(=[O:3])[CH3:2].[Br:25]Br. The catalyst is C(Cl)(Cl)Cl. The product is [C:1]([O:4][C:5]1[CH:10]=[CH:9][C:8]([C:11]2[O:12][C:13]3[C:19]([CH3:20])=[CH:18][C:17]([O:21][C:22](=[O:24])[CH3:23])=[CH:16][C:14]=3[C:15]=2[Br:25])=[CH:7][CH:6]=1)(=[O:3])[CH3:2]. The yield is 1.00.